Task: Predict the reactants needed to synthesize the given product.. Dataset: Full USPTO retrosynthesis dataset with 1.9M reactions from patents (1976-2016) (1) Given the product [Cl:14][C:6]1[C:5]2[C:10](=[CH:11][CH:12]=[C:3]([O:2][CH3:1])[CH:4]=2)[N:9]=[CH:8][N:7]=1, predict the reactants needed to synthesize it. The reactants are: [CH3:1][O:2][C:3]1[CH:4]=[C:5]2[C:10](=[CH:11][CH:12]=1)[N:9]=[CH:8][NH:7][C:6]2=O.[Cl:14]CCCl.P(Cl)(Cl)(Cl)(Cl)Cl. (2) Given the product [C:15]1([C:2]2[CH:7]=[CH:6][CH:5]=[CH:4][C:3]=2[C:8]2[CH:13]=[CH:12][CH:11]=[CH:10][C:9]=2[Br:14])[CH:20]=[CH:19][CH:18]=[CH:17][CH:16]=1, predict the reactants needed to synthesize it. The reactants are: Br[C:2]1[CH:7]=[CH:6][CH:5]=[CH:4][C:3]=1[C:8]1[CH:13]=[CH:12][CH:11]=[CH:10][C:9]=1[Br:14].[C:15]1(B(O)O)[CH:20]=[CH:19][CH:18]=[CH:17][CH:16]=1.C(=O)([O-])[O-].[Na+].[Na+].